From a dataset of Full USPTO retrosynthesis dataset with 1.9M reactions from patents (1976-2016). Predict the reactants needed to synthesize the given product. (1) Given the product [CH3:1][O:2][C:3](=[O:41])[NH:4][C@@H:5]([C:10]([NH:12][N:13]([CH2:53][C:52]1[CH:55]=[CH:56][C:49]([Br:48])=[CH:50][CH:51]=1)[CH2:14][CH2:15][C@@:16]([OH:33])([C:17](=[O:18])[NH:19][C@H:23]1[C:24]2[C:29](=[CH:28][CH:27]=[CH:26][CH:25]=2)[CH2:30][C@H:22]1[OH:21])[CH2:34][C:35]1[CH:40]=[CH:39][CH:38]=[CH:37][CH:36]=1)=[O:11])[C:6]([CH3:7])([CH3:9])[CH3:8], predict the reactants needed to synthesize it. The reactants are: [CH3:1][O:2][C:3](=[O:41])[NH:4][C@H:5]([C:10]([NH:12][NH:13][CH2:14][CH2:15][C@:16]([CH2:34][C:35]1[CH:40]=[CH:39][CH:38]=[CH:37][CH:36]=1)([OH:33])[C:17]([N:19]1[C@H:23]2[C:24]3[CH:25]=[CH:26][CH:27]=[CH:28][C:29]=3[CH2:30][C@H:22]2[O:21]C1(C)C)=[O:18])=[O:11])[C:6]([CH3:9])([CH3:8])[CH3:7].C([O-])([O-])=O.[K+].[K+].[Br:48][C:49]1[CH:56]=[CH:55][C:52]([CH2:53]Br)=[CH:51][CH:50]=1. (2) Given the product [ClH:1].[CH3:21][C@@H:20]1[NH:16][C@H:17]([C:22]2[NH:26][CH:25]=[C:24]([C:27]3[CH:28]=[C:29]4[C:34](=[CH:35][CH:36]=3)[CH:33]=[C:32]([C:37]#[C:38][C:39]3[N:43]=[C:42]([C@@H:44]5[CH2:49][C@@H:48]6[C@@H:46]([CH2:47]6)[NH:45]5)[NH:41][CH:40]=3)[CH:31]=[CH:30]4)[N:23]=2)[CH2:18][CH2:19]1, predict the reactants needed to synthesize it. The reactants are: [ClH:1].C(O)(C(F)(F)F)=O.C(OC([N:16]1[C@@H:20]([CH3:21])[CH2:19][CH2:18][C@H:17]1[C:22]1[NH:23][C:24]([C:27]2[CH:28]=[C:29]3[C:34](=[CH:35][CH:36]=2)[CH:33]=[C:32]([C:37]#[C:38][C:39]2[NH:43][C:42]([C@@H:44]4[CH2:49][C@@H:48]5[C@@H:46]([CH2:47]5)[N:45]4C(OC(C)(C)C)=O)=[N:41][CH:40]=2)[CH:31]=[CH:30]3)=[CH:25][N:26]=1)=O)(C)(C)C. (3) Given the product [Cl:18][C:15]1[CH:16]=[CH:17][C:12]([CH:8]([C:5]2[CH:4]=[CH:3][C:2]([Cl:1])=[CH:7][CH:6]=2)[C:9]([NH:19][CH2:20][CH2:21][CH2:22][N:23]2[CH2:28][CH2:27][CH:26]([C:29]3[CH:30]=[C:31]([NH:35][C:36](=[O:41])[O:37][CH:38]([CH3:39])[CH3:40])[CH:32]=[CH:33][CH:34]=3)[CH2:25][CH2:24]2)=[O:11])=[CH:13][CH:14]=1, predict the reactants needed to synthesize it. The reactants are: [Cl:1][C:2]1[CH:7]=[CH:6][C:5]([CH:8]([C:12]2[CH:17]=[CH:16][C:15]([Cl:18])=[CH:14][CH:13]=2)[C:9]([OH:11])=O)=[CH:4][CH:3]=1.[NH2:19][CH2:20][CH2:21][CH2:22][N:23]1[CH2:28][CH2:27][CH:26]([C:29]2[CH:30]=[C:31]([NH:35][C:36](=[O:41])[O:37][CH:38]([CH3:40])[CH3:39])[CH:32]=[CH:33][CH:34]=2)[CH2:25][CH2:24]1. (4) The reactants are: [C:1]([C:3]1[CH:4]=[C:5]([C:13]2[O:17][N:16]=[C:15]([C:18]3[C:28]4[O:27][CH2:26][CH2:25][N:24]([C:29]([O:31][C:32]([CH3:35])([CH3:34])[CH3:33])=[O:30])[CH:23]([CH2:36][CH2:37][CH2:38][C:39]([O:41]CC)=[O:40])[C:22]=4[CH:21]=[CH:20][CH:19]=3)[N:14]=2)[CH:6]=[CH:7][C:8]=1[O:9][CH:10]([CH3:12])[CH3:11])#[N:2].[OH-].[Na+]. Given the product [C:1]([C:3]1[CH:4]=[C:5]([C:13]2[O:17][N:16]=[C:15]([C:18]3[C:28]4[O:27][CH2:26][CH2:25][N:24]([C:29]([O:31][C:32]([CH3:33])([CH3:34])[CH3:35])=[O:30])[CH:23]([CH2:36][CH2:37][CH2:38][C:39]([OH:41])=[O:40])[C:22]=4[CH:21]=[CH:20][CH:19]=3)[N:14]=2)[CH:6]=[CH:7][C:8]=1[O:9][CH:10]([CH3:12])[CH3:11])#[N:2], predict the reactants needed to synthesize it. (5) Given the product [CH2:1]([O:8][C:9]1[C:14]([N:15]([CH3:20])[S:16]([CH3:19])(=[O:18])=[O:17])=[CH:13][N:12]2[N:21]=[C:22]([C:27]3[CH:32]=[CH:31][C:30]([F:33])=[CH:29][CH:28]=3)[C:23]([C:24]([NH:40][CH3:38])=[O:25])=[C:11]2[CH:10]=1)[C:2]1[CH:3]=[CH:4][CH:5]=[CH:6][CH:7]=1, predict the reactants needed to synthesize it. The reactants are: [CH2:1]([O:8][C:9]1[C:14]([N:15]([CH3:20])[S:16]([CH3:19])(=[O:18])=[O:17])=[CH:13][N:12]2[N:21]=[C:22]([C:27]3[CH:32]=[CH:31][C:30]([F:33])=[CH:29][CH:28]=3)[C:23]([C:24](O)=[O:25])=[C:11]2[CH:10]=1)[C:2]1[CH:7]=[CH:6][CH:5]=[CH:4][CH:3]=1.C1C=CC2N(O)N=[N:40][C:38]=2C=1.CCN=C=NCCCN(C)C.CN.Cl.CCN(CC)CC. (6) Given the product [C:41]([O:45][C:46](=[O:47])[N:48]([C@@H:50]([C:51](=[O:52])[NH:34][CH3:31])[CH2:54][C:55]1[CH:60]=[CH:59][C:58]([F:61])=[CH:57][CH:56]=1)[CH3:49])([CH3:44])([CH3:43])[CH3:42], predict the reactants needed to synthesize it. The reactants are: CCCCC(F)(F)C(O)CC[C@@H]1[C@@H](CCCCCCC(O)=O)C(=O)C[C@H]1O.C1CC[CH:31]([NH:34]C2CCCCC2)CC1.[C:41]([O:45][C:46]([N:48]([C@H:50]([CH2:54][C:55]1[CH:60]=[CH:59][C:58]([F:61])=[CH:57][CH:56]=1)[C:51](O)=[O:52])[CH3:49])=[O:47])([CH3:44])([CH3:43])[CH3:42].ON1C2C=CC=CC=2N=N1.Cl.CN(C)CCCN=C=NCC.CN.C(N(C(C)C)CC)(C)C.